Dataset: Forward reaction prediction with 1.9M reactions from USPTO patents (1976-2016). Task: Predict the product of the given reaction. (1) Given the reactants C(Cl)(Cl)Cl.[Cl:5][C:6]1[C:15]([CH2:16][NH:17][CH:18]2[CH2:23][CH2:22][N:21]([CH2:24][CH2:25][N:26]3[C:35]4[C:30](=[CH:31][CH:32]=[C:33]([O:36][CH3:37])[CH:34]=4)[N:29]=[CH:28][C:27]3=[O:38])[CH2:20][CH2:19]2)=[N:14][C:13]2[NH:12][C:11](=[O:39])[CH2:10][S:9][C:8]=2[CH:7]=1.[C:40](O[C:40]([O:42][C:43]([CH3:46])([CH3:45])[CH3:44])=[O:41])([O:42][C:43]([CH3:46])([CH3:45])[CH3:44])=[O:41], predict the reaction product. The product is: [Cl:5][C:6]1[C:15]([CH2:16][N:17]([CH:18]2[CH2:23][CH2:22][N:21]([CH2:24][CH2:25][N:26]3[C:35]4[C:30](=[CH:31][CH:32]=[C:33]([O:36][CH3:37])[CH:34]=4)[N:29]=[CH:28][C:27]3=[O:38])[CH2:20][CH2:19]2)[C:40](=[O:41])[O:42][C:43]([CH3:46])([CH3:45])[CH3:44])=[N:14][C:13]2[NH:12][C:11](=[O:39])[CH2:10][S:9][C:8]=2[CH:7]=1. (2) Given the reactants [Cl:1][C:2]1[CH:8]=[CH:7][C:5]([NH2:6])=[CH:4][C:3]=1[C:9]([F:12])([F:11])[F:10].Cl[C:14]([O:16][C:17]1[CH:22]=[CH:21][CH:20]=[CH:19][CH:18]=1)=[O:15].Cl, predict the reaction product. The product is: [Cl:1][C:2]1[CH:8]=[CH:7][C:5]([NH:6][C:14](=[O:15])[O:16][C:17]2[CH:22]=[CH:21][CH:20]=[CH:19][CH:18]=2)=[CH:4][C:3]=1[C:9]([F:10])([F:11])[F:12]. (3) The product is: [CH2:26]([O:25][C:23](=[O:24])[C:22]1[CH:21]=[CH:20][C:19]([NH:18][C:15]([NH:16][C:11]([C:2]2[CH:3]=[CH:4][C:5]3[C:10](=[CH:9][CH:8]=[CH:7][CH:6]=3)[CH:1]=2)=[O:12])=[S:14])=[CH:31][CH:30]=1)[CH2:27][CH2:28][CH3:29]. Given the reactants [CH:1]1[C:10]2[C:5](=[CH:6][CH:7]=[CH:8][CH:9]=2)[CH:4]=[CH:3][C:2]=1[C:11](Cl)=[O:12].[S-:14][C:15]#[N:16].[NH4+].[NH2:18][C:19]1[CH:31]=[CH:30][C:22]([C:23]([O:25][CH2:26][CH2:27][CH2:28][CH3:29])=[O:24])=[CH:21][CH:20]=1, predict the reaction product. (4) Given the reactants C([O:3][C:4](=[O:29])[CH:5]([C:10]1[CH:11]=[C:12]([C:21]2[CH:26]=[CH:25][C:24]([O:27][CH3:28])=[CH:23][CH:22]=2)[C:13]([O:16][CH2:17][CH:18]2[CH2:20][CH2:19]2)=[CH:14][CH:15]=1)[CH2:6][CH:7]([CH3:9])[CH3:8])C.O.[OH-].[Li+], predict the reaction product. The product is: [CH:18]1([CH2:17][O:16][C:13]2[C:12]([C:21]3[CH:26]=[CH:25][C:24]([O:27][CH3:28])=[CH:23][CH:22]=3)=[CH:11][C:10]([CH:5]([CH2:6][CH:7]([CH3:9])[CH3:8])[C:4]([OH:29])=[O:3])=[CH:15][CH:14]=2)[CH2:19][CH2:20]1.